Regression. Given two drug SMILES strings and cell line genomic features, predict the synergy score measuring deviation from expected non-interaction effect. From a dataset of NCI-60 drug combinations with 297,098 pairs across 59 cell lines. Drug 1: CN(C(=O)NC(C=O)C(C(C(CO)O)O)O)N=O. Drug 2: CC1C(C(CC(O1)OC2CC(CC3=C2C(=C4C(=C3O)C(=O)C5=CC=CC=C5C4=O)O)(C(=O)C)O)N)O. Cell line: MCF7. Synergy scores: CSS=35.5, Synergy_ZIP=-0.558, Synergy_Bliss=-0.970, Synergy_Loewe=-9.67, Synergy_HSA=0.395.